From a dataset of Experimentally validated miRNA-target interactions with 360,000+ pairs, plus equal number of negative samples. Binary Classification. Given a miRNA mature sequence and a target amino acid sequence, predict their likelihood of interaction. (1) The miRNA is mmu-miR-467a-5p with sequence UAAGUGCCUGCAUGUAUAUGCG. The protein sequence of the target gene is MLLPSDVARLVLGYLQQENLTSTCQTFILESSNLKEYAEHCTDEGFIPACLLSLFGKNLTTILNEYVAMKAKETSNDVPTIMSSLWKKLDHTLSQIRSMHSSPGFAAHQRARTRNGIAEIKRQRWLASQAAPVSSELLVLPYASGQFTTSPLVATQAVKPTGPISTPVRSNIVVVNQSQPQSTVTNTAGESLNIIPGPQERKTQTSLMSPGRRKSESQKKSLTSSGPHSSRNFQDPNAFAVEKQMVIENAREKILSNKSLQEKLAENINKFLTSDSSVAQVPKQTDSNPTEPETSIDELL.... Result: 0 (no interaction). (2) The miRNA is hsa-miR-574-5p with sequence UGAGUGUGUGUGUGUGAGUGUGU. The protein sequence of the target gene is MDDLQSQNLSMDMTDSPPALANNRLENGMAQLITTEAWNINSTDLVKKALVTVPAPSILNPPAESQSGMALKVAATVLQPLCLGESPVVMPIHMQVEGSSAPELNPNGNATYVMTTQGPVQLPVVLEQHVFQHLNSPLVLPQEAPCSSSTIHNNLFQGAEDPEAQPQLLDLRIPSQPQEPTLPFEAVLQNLFPSQGTLGPPPCQPPPGYAPVPPQPFSSPLSPLVPPATLLVPYPVIVPLPVPVPIPIPIPMPQSSESKFSSSFPKPPSSFGLHPFKGTQTPLEKDELKPFDILQPKEYF.... Result: 0 (no interaction). (3) The miRNA is hsa-miR-3658 with sequence UUUAAGAAAACACCAUGGAGAU. The protein sequence of the target gene is MSTRSVSSSSYRRMFGGSGTSSRPSSNRSYVTTSTRTYSLGSALRPSTSRSLYSSSPGGAYVTRSSAVRLRSSVPGVRLLQDSVDFSLADAINTEFKNTRTNEKVELQELNDRFANYIDKVRFLEQQNKILLAELEQLKGQGKSRLGDLYEEEMRELRRQVDQLTNDKARVEVERDNLAEDIMRLREKLQEEMLQREEAESTLQSFRQDVDNASLARLDLERKVESLQEEIAFLKKLHDEEIQELQAQIQEQHVQIDVDVSKPDLTAALRDVRQQYESVAAKNLQEAEEWYKSKFADLSE.... Result: 0 (no interaction).